Dataset: Peptide-MHC class I binding affinity with 185,985 pairs from IEDB/IMGT. Task: Regression. Given a peptide amino acid sequence and an MHC pseudo amino acid sequence, predict their binding affinity value. This is MHC class I binding data. (1) The peptide sequence is DLKHATDYI. The MHC is HLA-A02:02 with pseudo-sequence HLA-A02:02. The binding affinity (normalized) is 0.243. (2) The peptide sequence is YVDRFYKTL. The MHC is HLA-A33:01 with pseudo-sequence HLA-A33:01. The binding affinity (normalized) is 0. (3) The peptide sequence is SAQCFKMFYK. The MHC is HLA-A11:01 with pseudo-sequence HLA-A11:01. The binding affinity (normalized) is 0.859. (4) The peptide sequence is VSHFYFGAY. The MHC is HLA-A02:03 with pseudo-sequence HLA-A02:03. The binding affinity (normalized) is 0.133. (5) The peptide sequence is RFLEDYFGV. The MHC is HLA-A03:01 with pseudo-sequence HLA-A03:01. The binding affinity (normalized) is 0.0847.